From a dataset of Forward reaction prediction with 1.9M reactions from USPTO patents (1976-2016). Predict the product of the given reaction. (1) Given the reactants [NH2:1][C:2]1[N:7]=[C:6]([NH:8][C@H:9]2[CH2:14][CH2:13][C@@H:12]([O:15][CH2:16][CH2:17][OH:18])[CH2:11][CH2:10]2)[C:5](/[CH:19]=[CH:20]/[C:21](OCC)=[O:22])=[C:4]([CH3:26])[N:3]=1.C1(S)C=CC=CC=1.[Na].CCCCC=CCCCCC.C(N(C(C)C)CC)(C)C, predict the reaction product. The product is: [NH2:1][C:2]1[N:3]=[C:4]([CH3:26])[C:5]2[CH:19]=[CH:20][C:21](=[O:22])[N:8]([C@H:9]3[CH2:14][CH2:13][C@@H:12]([O:15][CH2:16][CH2:17][OH:18])[CH2:11][CH2:10]3)[C:6]=2[N:7]=1. (2) Given the reactants [Al+3].[Cl-].[Cl-].[Cl-].[NH:5]1[C:13]2[C:8](=[CH:9][CH:10]=[CH:11][CH:12]=2)[CH2:7][C:6]1=[O:14].[C:15](Cl)(=[O:17])[CH3:16], predict the reaction product. The product is: [C:15]([C:10]1[CH:9]=[C:8]2[C:13](=[CH:12][CH:11]=1)[NH:5][C:6](=[O:14])[CH2:7]2)(=[O:17])[CH3:16]. (3) Given the reactants [O:1]=[C:2]1[NH:7][C:6](=[O:8])[CH:5]=[CH:4][N:3]1[C:9]1[CH:10]=[C:11]([C:32]2O[CH:34]=[CH:35][CH:36]=2)[C:12]([O:30][CH3:31])=[C:13]([C:15]2[CH:23]=[C:22]3[C:18]([C:19]([CH2:24][NH:25][S:26]([CH3:29])(=[O:28])=[O:27])=[CH:20][CH2:21]3)=[CH:17][CH:16]=2)[CH:14]=1.[S:37]1C=CC=C1B(O)O, predict the reaction product. The product is: [O:1]=[C:2]1[NH:7][C:6](=[O:8])[CH:5]=[CH:4][N:3]1[C:9]1[CH:10]=[C:11]([C:32]2[S:37][CH:34]=[CH:35][CH:36]=2)[C:12]([O:30][CH3:31])=[C:13]([C:15]2[CH:23]=[C:22]3[C:18]([C:19]([CH2:24][NH:25][S:26]([CH3:29])(=[O:28])=[O:27])=[CH:20][CH2:21]3)=[CH:17][CH:16]=2)[CH:14]=1. (4) Given the reactants Cl[C:2]1[C:7]([C:8]#[N:9])=[CH:6][N:5]=[CH:4][C:3]=1[C:10]1[CH:15]=[CH:14][C:13]([O:16][CH3:17])=[C:12]([O:18][CH3:19])[CH:11]=1.[NH:20]1[C:28]2[C:23](=[CH:24][C:25](B(O)O)=[CH:26][CH:27]=2)[CH:22]=[CH:21]1.C([O-])(O)=O.[Na+], predict the reaction product. The product is: [CH3:19][O:18][C:12]1[CH:11]=[C:10]([C:3]2[CH:4]=[N:5][CH:6]=[C:7]([C:2]=2[C:25]2[CH:24]=[C:23]3[C:28](=[CH:27][CH:26]=2)[NH:20][CH:21]=[CH:22]3)[C:8]#[N:9])[CH:15]=[CH:14][C:13]=1[O:16][CH3:17]. (5) Given the reactants [F:1][C:2]1[CH:9]=[CH:8][C:5]([C:6]#[N:7])=[C:4]([C:10]2[N:11]=[N:12][N:13]([CH3:15])[N:14]=2)[CH:3]=1.[ClH:16], predict the reaction product. The product is: [ClH:16].[F:1][C:2]1[CH:9]=[CH:8][C:5]([CH2:6][NH2:7])=[C:4]([C:10]2[N:11]=[N:12][N:13]([CH3:15])[N:14]=2)[CH:3]=1.